Dataset: Full USPTO retrosynthesis dataset with 1.9M reactions from patents (1976-2016). Task: Predict the reactants needed to synthesize the given product. (1) Given the product [C:19]([O:23][C:24]([N:26]1[CH2:31][CH2:30][N:29]([C:32]([C:34]2[N:42]3[C:37]([CH:38]=[CH:39][CH:40]=[CH:41]3)=[C:36]([C:43]3[CH:44]=[CH:45][CH:46]=[CH:47][CH:48]=3)[C:35]=2[CH2:49][C:50]2[CH:55]=[CH:54][CH:53]=[C:52]([F:56])[C:51]=2[CH3:57])=[O:33])[CH2:28][C@@H:27]1[CH2:58][CH2:59][OH:60])=[O:25])([CH3:21])([CH3:22])[CH3:20], predict the reactants needed to synthesize it. The reactants are: [F-].C([N+](CCCC)(CCCC)CCCC)CCC.[C:19]([O:23][C:24]([N:26]1[CH2:31][CH2:30][N:29]([C:32]([C:34]2[N:42]3[C:37]([CH:38]=[CH:39][CH:40]=[CH:41]3)=[C:36]([C:43]3[CH:48]=[CH:47][CH:46]=[CH:45][CH:44]=3)[C:35]=2[CH2:49][C:50]2[CH:55]=[CH:54][CH:53]=[C:52]([F:56])[C:51]=2[CH3:57])=[O:33])[CH2:28][C@@H:27]1[CH2:58][CH2:59][O:60][Si](C(C)(C)C)(C)C)=[O:25])([CH3:22])([CH3:21])[CH3:20].[Cl-].[NH4+]. (2) Given the product [F:1][C:2]1[CH:7]=[C:6]([F:8])[CH:5]=[CH:4][C:3]=1[C:9]1[CH:17]=[C:13]([C:14]([NH2:35])=[O:15])[C:12]([OH:18])=[C:11]([I:19])[CH:10]=1, predict the reactants needed to synthesize it. The reactants are: [F:1][C:2]1[CH:7]=[C:6]([F:8])[CH:5]=[CH:4][C:3]=1[C:9]1[CH:17]=[C:13]([C:14](O)=[O:15])[C:12]([OH:18])=[C:11]([I:19])[CH:10]=1.FC1C(O)=C(F)C(F)=C(F)C=1F.CC([N:35]=C=NC(C)C)C.C(=O)(O)[O-].[NH4+]. (3) The reactants are: [Cl:1][C:2]1[C:3]([C:10]2[CH:15]=[CH:14][C:13]([C:16]([F:19])([F:18])[F:17])=[C:12]([F:20])[CH:11]=2)=[N:4][O:5][C:6]=1[C:7](O)=[O:8].S(Cl)([Cl:23])=O. Given the product [Cl:1][C:2]1[C:3]([C:10]2[CH:15]=[CH:14][C:13]([C:16]([F:19])([F:18])[F:17])=[C:12]([F:20])[CH:11]=2)=[N:4][O:5][C:6]=1[C:7]([Cl:23])=[O:8], predict the reactants needed to synthesize it.